From a dataset of Full USPTO retrosynthesis dataset with 1.9M reactions from patents (1976-2016). Predict the reactants needed to synthesize the given product. Given the product [C:3]([O:7][C:8]([N:10]1[CH2:15][CH2:14][C:13]2[N:16]([CH3:27])[C:17]([C:20]3[CH:25]=[CH:24][N:23]=[C:22]([NH2:26])[N:21]=3)=[C:18]([CH2:35][C:34]3[CH:49]=[CH:50][CH:51]=[C:32]([N+:29]([O-:31])=[O:30])[CH:33]=3)[C:12]=2[C:11]1=[O:28])=[O:9])([CH3:6])([CH3:5])[CH3:4], predict the reactants needed to synthesize it. The reactants are: [F-].[Cs+].[C:3]([O:7][C:8]([N:10]1[CH2:15][CH2:14][C:13]2[N:16]([CH3:27])[C:17]([C:20]3[CH:25]=[CH:24][N:23]=[C:22]([NH2:26])[N:21]=3)=[C:18](I)[C:12]=2[C:11]1=[O:28])=[O:9])([CH3:6])([CH3:5])[CH3:4].[N+:29]([C:32]1[CH:33]=[C:34]([CH:49]=[CH:50][CH:51]=1)[CH2:35][Sn](CCCC)(CCCC)CCCC)([O-:31])=[O:30].